This data is from Forward reaction prediction with 1.9M reactions from USPTO patents (1976-2016). The task is: Predict the product of the given reaction. (1) Given the reactants [CH3:1][C:2]1[N:6]=[C:5]([C:7]2[C:8](=[O:33])[NH:9][C:10](=[O:32])[N:11]([CH2:13][CH2:14][CH2:15][N:16]3[CH2:21][C@H:20]4[C@:18]([C:22]5[CH:27]=[CH:26][C:25]([C:28]([F:31])([F:30])[F:29])=[CH:24][CH:23]=5)([CH2:19]4)[CH2:17]3)[CH:12]=2)[O:4][N:3]=1.[ClH:34], predict the reaction product. The product is: [ClH:34].[CH3:1][C:2]1[N:6]=[C:5]([C:7]2[C:8](=[O:33])[NH:9][C:10](=[O:32])[N:11]([CH2:13][CH2:14][CH2:15][N:16]3[CH2:21][C@H:20]4[C@:18]([C:22]5[CH:27]=[CH:26][C:25]([C:28]([F:31])([F:30])[F:29])=[CH:24][CH:23]=5)([CH2:19]4)[CH2:17]3)[CH:12]=2)[O:4][N:3]=1. (2) Given the reactants [N:1]1[CH:6]=[CH:5][CH:4]=[C:3]([C:7]2[CH:8]=[C:9](B(O)O)[CH:10]=[CH:11][CH:12]=2)[CH:2]=1.Br[C:17]1[CH:18]=[C:19]([C:29]2[N:34]=C(C3C=C(C4C=CC=CC=4)C=C(Br)C=3)[N:32]=[C:31]([C:48]3[CH:53]=[CH:52][CH:51]=[CH:50][CH:49]=3)[N:30]=2)[CH:20]=[C:21]([C:23]2[CH:28]=[CH:27][CH:26]=[CH:25][CH:24]=2)[CH:22]=1.[C:63](P([C:63]([CH3:66])([CH3:65])[CH3:64])[C:63]([CH3:66])([CH3:65])[CH3:64])([CH3:66])([CH3:65])[CH3:64].[OH-].[Na+].[C:69]1([CH3:75])[CH:74]=[CH:73][CH:72]=[CH:71][CH:70]=1, predict the reaction product. The product is: [C:69]1([C:75]2[N:32]=[C:31]([C:48]3[CH:53]=[C:52]([C:28]4[CH:27]=[CH:26][CH:25]=[CH:24][CH:23]=4)[CH:51]=[C:50]([C:11]4[CH:10]=[CH:9][CH:8]=[C:7]([C:3]5[CH:2]=[N:1][CH:6]=[CH:5][CH:4]=5)[CH:12]=4)[CH:49]=3)[N:30]=[C:29]([C:19]3[CH:20]=[C:21]([C:23]4[CH:28]=[CH:27][CH:26]=[CH:25][CH:24]=4)[CH:22]=[C:17]([C:21]4[CH:22]=[CH:17][CH:18]=[C:66]([C:63]5[CH:64]=[N:30][CH:29]=[CH:19][CH:65]=5)[CH:20]=4)[CH:18]=3)[N:34]=2)[CH:74]=[CH:73][CH:72]=[CH:71][CH:70]=1. (3) The product is: [C:49]([O:48][C:46]([N:43]1[CH2:44][CH2:45][CH:41]([NH:40][C:12](=[O:14])[CH2:11][CH2:10][C:9]([C:4]2[CH:5]=[CH:6][C:7]([Cl:8])=[C:2]([Cl:1])[CH:3]=2)=[N:15][O:16][CH3:17])[CH2:42]1)=[O:47])([CH3:52])([CH3:50])[CH3:51]. Given the reactants [Cl:1][C:2]1[CH:3]=[C:4]([C:9](=[N:15][O:16][CH3:17])[CH2:10][CH2:11][C:12]([OH:14])=O)[CH:5]=[CH:6][C:7]=1[Cl:8].CCN=C=NCCCN(C)C.Cl.C1C=CC2N(O)N=NC=2C=1.[NH2:40][CH:41]1[CH2:45][CH2:44][N:43]([C:46]([O:48][C:49]([CH3:52])([CH3:51])[CH3:50])=[O:47])[CH2:42]1, predict the reaction product. (4) Given the reactants [Cl:1][C:2]1[CH:7]=[CH:6][C:5]([C:8]2[C:17]3[C:12](=[CH:13][CH:14]=[CH:15][CH:16]=3)[C:11]([NH:18][C:19]3[CH:24]=[CH:23][C:22]([O:25][C:26]4[C:35]5[C:30](=[CH:31][CH:32]=[C:33]([O:36]C)[N:34]=5)[N:29]=[CH:28][CH:27]=4)=[CH:21][CH:20]=3)=[N:10][N:9]=2)=[CH:4][CH:3]=1.Br.C(O)(=O)C.[OH-].[Na+], predict the reaction product. The product is: [Cl:1][C:2]1[CH:3]=[CH:4][C:5]([C:8]2[C:17]3[C:12](=[CH:13][CH:14]=[CH:15][CH:16]=3)[C:11]([NH:18][C:19]3[CH:20]=[CH:21][C:22]([O:25][C:26]4[CH:27]=[CH:28][N:29]=[C:30]5[C:35]=4[NH:34][C:33](=[O:36])[CH:32]=[CH:31]5)=[CH:23][CH:24]=3)=[N:10][N:9]=2)=[CH:6][CH:7]=1. (5) Given the reactants Cl[C:2]1[C:11]2[C:6](=[CH:7][C:8]([I:12])=[CH:9][CH:10]=2)[N:5]=[N:4][C:3]=1[C:13]([NH:15][CH3:16])=[O:14].[CH:17]([NH2:20])([CH3:19])[CH3:18], predict the reaction product. The product is: [I:12][C:8]1[CH:7]=[C:6]2[C:11]([C:2]([NH:20][CH:17]([CH3:19])[CH3:18])=[C:3]([C:13]([NH:15][CH3:16])=[O:14])[N:4]=[N:5]2)=[CH:10][CH:9]=1. (6) Given the reactants [OH:1][C:2]1[C:9]([CH:10]([CH3:12])[CH3:11])=[CH:8][CH:7]=[CH:6][C:3]=1[CH:4]=[O:5].[CH2:13](Br)[C:14]1[CH:19]=[CH:18][CH:17]=[CH:16][CH:15]=1.C(=O)([O-])[O-].[K+].[K+].Cl, predict the reaction product. The product is: [CH2:13]([O:1][C:2]1[C:9]([CH:10]([CH3:12])[CH3:11])=[CH:8][CH:7]=[CH:6][C:3]=1[CH:4]=[O:5])[C:14]1[CH:19]=[CH:18][CH:17]=[CH:16][CH:15]=1.